Dataset: Reaction yield outcomes from USPTO patents with 853,638 reactions. Task: Predict the reaction yield, written as a fraction of the theoretical maximum amount of product (1.0 means a 100% yield; for example, 0.34 means a 34% yield). The reactants are [CH2:1]([NH:3][C:4]1[S:5][C@H:6]2[O:12][C@H:11]([CH2:13]O)[C@@H:10]([OH:15])[C@H:9]([OH:16])[C@H:7]2[N:8]=1)[CH3:2].[Cl:17]N1C(=O)CCC1=O.C1(P(C2C=CC=CC=2)C2C=CC=CC=2)C=CC=CC=1. The catalyst is CN(C)C=O. The product is [Cl:17][CH2:13][CH:11]1[O:12][CH:6]2[CH:7]([N:8]=[C:4]([NH:3][CH2:1][CH3:2])[S:5]2)[CH:9]([OH:16])[CH:10]1[OH:15]. The yield is 0.120.